The task is: Predict which catalyst facilitates the given reaction.. This data is from Catalyst prediction with 721,799 reactions and 888 catalyst types from USPTO. (1) Reactant: [C:1]1([C:7]2[N:8]=[C:9]([CH2:12][CH2:13][CH2:14][OH:15])[S:10][CH:11]=2)[CH:6]=[CH:5][CH:4]=[CH:3][CH:2]=1.[CH3:16][S:17](Cl)(=[O:19])=[O:18]. Product: [CH3:16][S:17]([O:15][CH2:14][CH2:13][CH2:12][C:9]1[S:10][CH:11]=[C:7]([C:1]2[CH:2]=[CH:3][CH:4]=[CH:5][CH:6]=2)[N:8]=1)(=[O:19])=[O:18]. The catalyst class is: 17. (2) Reactant: [Se](=O)=O.C([O:8]O)(C)(C)C.[CH3:10][C:11]1([CH3:30])[CH2:20][CH2:19][C:18]([CH3:22])([CH3:21])[C:17]2[CH:16]=[C:15]([C:23]([CH3:25])=[CH2:24])[C:14]([O:26][CH2:27][CH2:28][CH3:29])=[CH:13][C:12]1=2.CCOC(C)=O. Product: [CH3:10][C:11]1([CH3:30])[CH2:20][CH2:19][C:18]([CH3:21])([CH3:22])[C:17]2[CH:16]=[C:15]([C:23]([CH3:25])=[CH:24][OH:8])[C:14]([O:26][CH2:27][CH2:28][CH3:29])=[CH:13][C:12]1=2. The catalyst class is: 4. (3) Reactant: [C:1]([O:5][C:6](=[O:19])[C:7]([S:10][C:11]1[S:12][CH:13]=[C:14]([CH2:16][CH2:17][NH2:18])[N:15]=1)([CH3:9])[CH3:8])([CH3:4])([CH3:3])[CH3:2].Cl[C:21]1[C:26]([Cl:27])=[CH:25][C:24]([C:28]([O:30][CH3:31])=[O:29])=[CH:23][N:22]=1.[CH2:32](I)[CH2:33][CH2:34][CH2:35][CH2:36][CH2:37][CH3:38].CC(C)([O-])C.[K+]. Product: [C:1]([O:5][C:6](=[O:19])[C:7]([S:10][C:11]1[S:12][CH:13]=[C:14]([CH2:16][CH2:17][N:18]([C:21]2[C:26]([Cl:27])=[CH:25][C:24]([C:28]([O:30][CH3:31])=[O:29])=[CH:23][N:22]=2)[CH2:32][CH2:33][CH2:34][CH2:35][CH2:36][CH2:37][CH3:38])[N:15]=1)([CH3:9])[CH3:8])([CH3:2])([CH3:4])[CH3:3]. The catalyst class is: 35. (4) Reactant: [C:1]([C:4]1[CH:11]=[CH:10][C:7]([C:8]#[N:9])=[CH:6][CH:5]=1)(=[O:3])[CH3:2].CO.[BH4-].[Na+]. Product: [OH:3][CH:1]([C:4]1[CH:11]=[CH:10][C:7]([C:8]#[N:9])=[CH:6][CH:5]=1)[CH3:2]. The catalyst class is: 1. (5) Reactant: [CH2:1]([O:3][C:4](=[O:17])[CH2:5][N:6]1[C:14]2[C:9](=[CH:10][C:11]([F:15])=[CH:12][CH:13]=2)[CH:8]=[C:7]1[CH3:16])[CH3:2].O.[Na+:19].[CH:20]([C:22]1[CH:27]=[CH:26][CH:25]=[CH:24][C:23]=1[S:28]([O-:31])(=[O:30])=[O:29])=O.C([SiH](CC)CC)C.C(O)(C(F)(F)F)=O.C([O-])(O)=O.[Na+]. Product: [CH2:1]([O:3][C:4](=[O:17])[CH2:5][N:6]1[C:14]2[C:9](=[CH:10][C:11]([F:15])=[CH:12][CH:13]=2)[C:8]([CH2:20][C:22]2[CH:27]=[CH:26][CH:25]=[CH:24][C:23]=2[S:28]([O-:31])(=[O:30])=[O:29])=[C:7]1[CH3:16])[CH3:2].[Na+:19]. The catalyst class is: 614. (6) Reactant: [F:1][C:2]([F:18])([F:17])[C:3]1[CH:8]=[CH:7][C:6]([NH:9][C@H:10]([CH2:15][CH3:16])[CH2:11][C:12]([NH2:14])=[O:13])=[CH:5][CH:4]=1.Cl[C:20]([O:22][CH3:23])=[O:21].CC(C)([O-])C.[Li+]. Product: [CH3:23][O:22][C:20](=[O:21])[NH:14][C:12](=[O:13])[CH2:11][C@H:10]([NH:9][C:6]1[CH:7]=[CH:8][C:3]([C:2]([F:17])([F:18])[F:1])=[CH:4][CH:5]=1)[CH2:15][CH3:16]. The catalyst class is: 740. (7) Reactant: [CH:1]1[C:2]([CH2:10][C@@H:11]([NH2:28])[CH2:12][C:13]([N:15]2[CH2:27][C:19]3=[N:20][N:21]=[C:22]([C:23]([F:26])([F:25])[F:24])[N:18]3[CH2:17][CH2:16]2)=[O:14])=[C:3]([F:9])[CH:4]=[C:5]([F:8])[C:6]=1[F:7].C([O-])(=O)C(C)O. Product: [CH:1]1[C:2]([CH2:10][C@@H:11]([NH2:28])[CH2:12][C:13]([N:15]2[CH2:27][C:19]3=[N:20][N:21]=[C:22]([C:23]([F:26])([F:25])[F:24])[N:18]3[CH2:17][CH2:16]2)=[O:14])=[C:3]([F:9])[CH:4]=[C:5]([F:8])[C:6]=1[F:7]. The catalyst class is: 10. (8) Reactant: Cl.[OH:2][NH:3][C:4]([C@H:6]1[C:11]([CH3:13])([CH3:12])[S:10][CH2:9][CH2:8][N:7]1[S:14]([C:17]1[CH:37]=[CH:36][C:20]([O:21][CH2:22][C:23]#[C:24][CH2:25][CH2:26][CH2:27][NH:28]C(=O)OC(C)(C)C)=[CH:19][CH:18]=1)(=[O:16])=[O:15])=[O:5]. Product: [NH2:28][CH2:27][CH2:26][CH2:25][C:24]#[C:23][CH2:22][O:21][C:20]1[CH:36]=[CH:37][C:17]([S:14]([N:7]2[CH2:8][CH2:9][S:10][C:11]([CH3:12])([CH3:13])[C@@H:6]2[C:4]([NH:3][OH:2])=[O:5])(=[O:15])=[O:16])=[CH:18][CH:19]=1. The catalyst class is: 98.